The task is: Regression. Given two drug SMILES strings and cell line genomic features, predict the synergy score measuring deviation from expected non-interaction effect.. This data is from NCI-60 drug combinations with 297,098 pairs across 59 cell lines. (1) Drug 1: COC1=NC(=NC2=C1N=CN2C3C(C(C(O3)CO)O)O)N. Drug 2: C1=NC2=C(N=C(N=C2N1C3C(C(C(O3)CO)O)F)Cl)N. Cell line: SR. Synergy scores: CSS=0.0910, Synergy_ZIP=-1.43, Synergy_Bliss=-3.39, Synergy_Loewe=-3.73, Synergy_HSA=-4.23. (2) Drug 1: CC1CCC2CC(C(=CC=CC=CC(CC(C(=O)C(C(C(=CC(C(=O)CC(OC(=O)C3CCCCN3C(=O)C(=O)C1(O2)O)C(C)CC4CCC(C(C4)OC)O)C)C)O)OC)C)C)C)OC. Drug 2: C1=CC=C(C(=C1)C(C2=CC=C(C=C2)Cl)C(Cl)Cl)Cl. Cell line: UO-31. Synergy scores: CSS=2.12, Synergy_ZIP=-1.47, Synergy_Bliss=-2.42, Synergy_Loewe=-5.21, Synergy_HSA=-2.69. (3) Drug 1: CCCS(=O)(=O)NC1=C(C(=C(C=C1)F)C(=O)C2=CNC3=C2C=C(C=N3)C4=CC=C(C=C4)Cl)F. Drug 2: COCCOC1=C(C=C2C(=C1)C(=NC=N2)NC3=CC=CC(=C3)C#C)OCCOC.Cl. Cell line: NCI/ADR-RES. Synergy scores: CSS=3.53, Synergy_ZIP=-1.16, Synergy_Bliss=2.32, Synergy_Loewe=0.542, Synergy_HSA=1.41. (4) Drug 1: CC12CCC3C(C1CCC2=O)CC(=C)C4=CC(=O)C=CC34C. Drug 2: CCC(=C(C1=CC=CC=C1)C2=CC=C(C=C2)OCCN(C)C)C3=CC=CC=C3.C(C(=O)O)C(CC(=O)O)(C(=O)O)O. Cell line: NCI/ADR-RES. Synergy scores: CSS=21.6, Synergy_ZIP=1.24, Synergy_Bliss=3.51, Synergy_Loewe=2.99, Synergy_HSA=2.48. (5) Drug 1: C1=NC2=C(N=C(N=C2N1C3C(C(C(O3)CO)O)F)Cl)N. Drug 2: C1CN(P(=O)(OC1)NCCCl)CCCl. Cell line: PC-3. Synergy scores: CSS=12.8, Synergy_ZIP=4.80, Synergy_Bliss=7.99, Synergy_Loewe=-4.29, Synergy_HSA=7.73. (6) Drug 1: C1=NC2=C(N1)C(=S)N=C(N2)N. Drug 2: CN1C(=O)N2C=NC(=C2N=N1)C(=O)N. Cell line: OVCAR-5. Synergy scores: CSS=25.9, Synergy_ZIP=0.0149, Synergy_Bliss=-2.18, Synergy_Loewe=-29.3, Synergy_HSA=-4.68. (7) Drug 1: C1=NC2=C(N1)C(=S)N=C(N2)N. Drug 2: CC(C)CN1C=NC2=C1C3=CC=CC=C3N=C2N. Cell line: DU-145. Synergy scores: CSS=38.4, Synergy_ZIP=3.35, Synergy_Bliss=3.48, Synergy_Loewe=-1.32, Synergy_HSA=3.28.